Predict which catalyst facilitates the given reaction. From a dataset of Catalyst prediction with 721,799 reactions and 888 catalyst types from USPTO. Reactant: N(C(OC(C)C)=O)=NC(OC(C)C)=O.[OH:15][C:16]1[CH:21]=[CH:20][C:19]([CH2:22][CH:23]([C:30]2[S:31][CH:32]=[CH:33][N:34]=2)[CH2:24][C:25]([O:27][CH2:28][CH3:29])=[O:26])=[CH:18][CH:17]=1.[CH3:35][NH:36][C:37]1[N:42]=[C:41]([CH:43](O)[CH3:44])[CH:40]=[CH:39][CH:38]=1.C1(P(C2C=CC=CC=2)C2C=CC=CC=2)C=CC=CC=1. Product: [CH3:35][NH:36][C:37]1[N:42]=[C:41]([CH2:43][CH2:44][O:15][C:16]2[CH:21]=[CH:20][C:19]([CH2:22][CH:23]([C:30]3[S:31][CH:32]=[CH:33][N:34]=3)[CH2:24][C:25]([O:27][CH2:28][CH3:29])=[O:26])=[CH:18][CH:17]=2)[CH:40]=[CH:39][CH:38]=1. The catalyst class is: 1.